Task: Predict which catalyst facilitates the given reaction.. Dataset: Catalyst prediction with 721,799 reactions and 888 catalyst types from USPTO (1) Reactant: [Cl:1][C:2]1[CH:3]=[C:4]([CH:8]=[CH:9][C:10]=1[O:11][CH:12]([CH3:14])[CH3:13])[C:5]([OH:7])=O.O[NH:16][C:17](=[NH:34])[C:18]1[CH:26]=[CH:25][CH:24]=[C:23]2[C:19]=1[CH:20]=[N:21][N:22]2C(OC(C)(C)C)=O.C1C=CC2N(O)N=NC=2C=1.C(Cl)CCl. Product: [Cl:1][C:2]1[CH:3]=[C:4]([C:5]2[O:7][N:16]=[C:17]([C:18]3[CH:26]=[CH:25][CH:24]=[C:23]4[C:19]=3[CH:20]=[N:21][NH:22]4)[N:34]=2)[CH:8]=[CH:9][C:10]=1[O:11][CH:12]([CH3:14])[CH3:13]. The catalyst class is: 248. (2) Reactant: C(=O)([O-])[O-].[K+].[K+].[C:7]1([S:13]([N:16]2[C:20]3=[N:21][CH:22]=[C:23]([OH:25])[CH:24]=[C:19]3[CH:18]=[C:17]2[C:26]([C:33]2[CH:38]=[CH:37][C:36]([S:39]([CH3:42])(=[O:41])=[O:40])=[CH:35][CH:34]=2)=[CH:27][CH:28]2[CH2:32][CH2:31][CH2:30][CH2:29]2)(=[O:15])=[O:14])[CH:12]=[CH:11][CH:10]=[CH:9][CH:8]=1.Br[CH:44]([CH3:46])[CH3:45]. Product: [C:7]1([S:13]([N:16]2[C:20]3=[N:21][CH:22]=[C:23]([O:25][CH:44]([CH3:46])[CH3:45])[CH:24]=[C:19]3[CH:18]=[C:17]2[C:26]([C:33]2[CH:34]=[CH:35][C:36]([S:39]([CH3:42])(=[O:40])=[O:41])=[CH:37][CH:38]=2)=[CH:27][CH:28]2[CH2:32][CH2:31][CH2:30][CH2:29]2)(=[O:14])=[O:15])[CH:12]=[CH:11][CH:10]=[CH:9][CH:8]=1. The catalyst class is: 42. (3) Reactant: Cl[C:2]1[CH:7]=[C:6]([N:8]2[CH2:13][CH2:12][N:11]([CH3:14])[CH2:10][CH2:9]2)[N:5]=[C:4]([NH2:15])[N:3]=1.[Br:16][C:17]1[CH:26]=[C:25]2[C:20]([CH2:21][CH2:22][NH:23][CH2:24]2)=[CH:19][CH:18]=1.CN1CCOCC1.O. Product: [Br:16][C:17]1[CH:26]=[C:25]2[C:20]([CH2:21][CH2:22][N:23]([C:2]3[CH:7]=[C:6]([N:8]4[CH2:13][CH2:12][N:11]([CH3:14])[CH2:10][CH2:9]4)[N:5]=[C:4]([NH2:15])[N:3]=3)[CH2:24]2)=[CH:19][CH:18]=1. The catalyst class is: 60. (4) Reactant: [OH:1][CH2:2][C:3]1[N:8]=[CH:7][C:6]2[N:9]=[CH:10][N:11]([C:12]3[S:16][C:15]([C:17]([NH2:19])=[O:18])=[C:14]([O:20][CH:21]([C:23]4[CH:28]=[CH:27][CH:26]=[CH:25][C:24]=4[CH3:29])[CH3:22])[CH:13]=3)[C:5]=2[CH:4]=1.[CH3:30][S:31](Cl)(=[O:33])=[O:32].C(N(CC)CC)C. The catalyst class is: 4. Product: [CH3:30][S:31]([O:1][CH2:2][C:3]1[N:8]=[CH:7][C:6]2[N:9]=[CH:10][N:11]([C:12]3[S:16][C:15]([C:17](=[O:18])[NH2:19])=[C:14]([O:20][CH:21]([C:23]4[CH:28]=[CH:27][CH:26]=[CH:25][C:24]=4[CH3:29])[CH3:22])[CH:13]=3)[C:5]=2[CH:4]=1)(=[O:33])=[O:32]. (5) Reactant: [I-].C[P+](C1C=CC=CC=1)(C1C=CC=CC=1)C1C=CC=CC=1.[CH2:22]([Li])[CH2:23][CH2:24][CH3:25].[CH3:27][C:28]1[O:32][C:31]([C:33]2[CH:38]=[CH:37][CH:36]=[CH:35][CH:34]=2)=[N:30][C:29]=1CCC=O. Product: [CH2:22]([C:29]1[N:30]=[C:31]([C:33]2[CH:34]=[CH:35][CH:36]=[CH:37][CH:38]=2)[O:32][C:28]=1[CH3:27])[CH2:23][CH:24]=[CH2:25]. The catalyst class is: 7.